Dataset: Forward reaction prediction with 1.9M reactions from USPTO patents (1976-2016). Task: Predict the product of the given reaction. Given the reactants [N+:1]([C:4]1[CH:15]=[CH:14][C:7]2[NH:8][C:9](=[O:13])[O:10][C:11](=[O:12])[C:6]=2[CH:5]=1)([O-:3])=[O:2].C1(P(C2C=CC=CC=2)C2C=CC=CC=2)C=CC=CC=1.[CH3:35][C:36]([CH3:41])([CH3:40])[CH2:37][CH2:38]O.N(C(OCC)=O)=NC(OCC)=O, predict the reaction product. The product is: [CH3:35][C:36]([CH3:41])([CH3:40])[CH2:37][CH2:38][N:8]1[C:7]2[CH:14]=[CH:15][C:4]([N+:1]([O-:3])=[O:2])=[CH:5][C:6]=2[C:11](=[O:12])[O:10][C:9]1=[O:13].